Dataset: Catalyst prediction with 721,799 reactions and 888 catalyst types from USPTO. Task: Predict which catalyst facilitates the given reaction. (1) Reactant: Br[CH2:2][C:3]([O:5][CH2:6][CH2:7][Si:8]([CH3:11])([CH3:10])[CH3:9])=[O:4].[CH2:12]([O:19][C:20]1[CH:21]=[C:22]([OH:29])[CH:23]=[CH:24][C:25]=1[N+:26]([O-:28])=[O:27])[C:13]1[CH:18]=[CH:17][CH:16]=[CH:15][CH:14]=1.C(=O)([O-])[O-].[K+].[K+].CCOC(C)=O. Product: [CH2:12]([O:19][C:20]1[CH:21]=[C:22]([CH:23]=[CH:24][C:25]=1[N+:26]([O-:28])=[O:27])[O:29][CH2:2][C:3]([O:5][CH2:6][CH2:7][Si:8]([CH3:11])([CH3:10])[CH3:9])=[O:4])[C:13]1[CH:14]=[CH:15][CH:16]=[CH:17][CH:18]=1. The catalyst class is: 3. (2) Reactant: [F:1][C:2]([F:14])([F:13])[CH:3]([C:9]([F:12])([F:11])[F:10])[CH:4]([C:6]([OH:8])=[O:7])[NH2:5].[Si](C=[N+]=[N-])(C)(C)[CH3:16].C[Si](C)(C)C.CO.C(Cl)(Cl)Cl. Product: [NH2:5][CH:4]([CH:3]([C:9]([F:11])([F:10])[F:12])[C:2]([F:13])([F:14])[F:1])[C:6]([O:8][CH3:16])=[O:7]. The catalyst class is: 61. (3) Reactant: [C:1]([N:8]1[CH2:13][CH2:12][NH:11][CH2:10][C@H:9]1[CH3:14])([O:3][C:4]([CH3:7])([CH3:6])[CH3:5])=[O:2].[C:15]([O:18][CH2:19][C:20](O)=[O:21])(=[O:17])[CH3:16].C(N(CC)CC)C.C(Cl)CCl.Cl. The catalyst class is: 31. Product: [C:15]([O:18][CH2:19][C:20]([N:11]1[CH2:12][CH2:13][N:8]([C:1]([O:3][C:4]([CH3:7])([CH3:6])[CH3:5])=[O:2])[C@H:9]([CH3:14])[CH2:10]1)=[O:21])(=[O:17])[CH3:16]. (4) Reactant: [NH:1](C(OC(C)(C)C)=O)[C@H:2]([C:7]([OH:9])=[O:8])[CH2:3][CH:4]([CH3:6])[CH3:5]. Product: [NH2:1][C@H:2]([C:7]([OH:9])=[O:8])[CH2:3][CH:4]([CH3:6])[CH3:5]. The catalyst class is: 9.